This data is from NCI-60 drug combinations with 297,098 pairs across 59 cell lines. The task is: Regression. Given two drug SMILES strings and cell line genomic features, predict the synergy score measuring deviation from expected non-interaction effect. (1) Drug 1: CC1C(C(CC(O1)OC2CC(CC3=C2C(=C4C(=C3O)C(=O)C5=C(C4=O)C(=CC=C5)OC)O)(C(=O)C)O)N)O.Cl. Drug 2: CCC(=C(C1=CC=CC=C1)C2=CC=C(C=C2)OCCN(C)C)C3=CC=CC=C3.C(C(=O)O)C(CC(=O)O)(C(=O)O)O. Cell line: SK-MEL-5. Synergy scores: CSS=18.8, Synergy_ZIP=-0.584, Synergy_Bliss=6.19, Synergy_Loewe=-16.7, Synergy_HSA=0.394. (2) Drug 1: CCCS(=O)(=O)NC1=C(C(=C(C=C1)F)C(=O)C2=CNC3=C2C=C(C=N3)C4=CC=C(C=C4)Cl)F. Drug 2: CC(C)(C#N)C1=CC(=CC(=C1)CN2C=NC=N2)C(C)(C)C#N. Cell line: DU-145. Synergy scores: CSS=3.14, Synergy_ZIP=1.94, Synergy_Bliss=3.15, Synergy_Loewe=0.934, Synergy_HSA=0.0266.